The task is: Predict the product of the given reaction.. This data is from Forward reaction prediction with 1.9M reactions from USPTO patents (1976-2016). (1) Given the reactants [CH:1]1[C:10]2[C:5](=[CH:6][CH:7]=[CH:8][CH:9]=2)[CH:4]=[C:3]([OH:11])[N:2]=1.Cl[C:13]1[C:18]([Cl:19])=[CH:17][C:16]([N+:20]([O-:22])=[O:21])=[CH:15][N:14]=1, predict the reaction product. The product is: [Cl:19][C:18]1[C:13]([O:11][C:3]2[N:2]=[CH:1][C:10]3[C:5]([CH:4]=2)=[CH:6][CH:7]=[CH:8][CH:9]=3)=[N:14][CH:15]=[C:16]([N+:20]([O-:22])=[O:21])[CH:17]=1. (2) Given the reactants [NH2:1][C@H:2]1[CH2:7][CH2:6][N:5]([C:8]([O:10][C:11]([CH3:14])([CH3:13])[CH3:12])=[O:9])[CH2:4][C@H:3]1[O:15][CH:16]([CH3:18])[CH3:17].[Cl:19][C:20]1[N:21]=[C:22]([C:27](O)=[O:28])[NH:23][C:24]=1[CH2:25][CH3:26].ON1C2C=CC=CC=2N=N1.Cl.C(N=C=NCCCN(C)C)C, predict the reaction product. The product is: [Cl:19][C:20]1[N:21]=[C:22]([C:27]([NH:1][C@H:2]2[CH2:7][CH2:6][N:5]([C:8]([O:10][C:11]([CH3:12])([CH3:13])[CH3:14])=[O:9])[CH2:4][C@H:3]2[O:15][CH:16]([CH3:18])[CH3:17])=[O:28])[NH:23][C:24]=1[CH2:25][CH3:26]. (3) Given the reactants O[CH:2]([C:17]1[CH:22]=[CH:21][CH:20]=[CH:19][CH:18]=1)[CH2:3][CH2:4][CH2:5][C:6]1[CH:11]=[CH:10][C:9]([CH2:12][C:13]([O:15][CH3:16])=[O:14])=[CH:8][CH:7]=1.CCN(S(F)(F)[F:29])CC, predict the reaction product. The product is: [F:29][CH:2]([C:17]1[CH:22]=[CH:21][CH:20]=[CH:19][CH:18]=1)[CH2:3][CH2:4][CH2:5][C:6]1[CH:11]=[CH:10][C:9]([CH2:12][C:13]([O:15][CH3:16])=[O:14])=[CH:8][CH:7]=1. (4) Given the reactants C(OC([N:8]1[CH2:13][CH:12]=[C:11]([C:14]2[C:18]3[CH:19]=[N:20][C:21]([NH2:35])=[C:22]([O:23][C@@H:24]([C:26]4[C:31]([Cl:32])=[CH:30][CH:29]=[C:28]([F:33])[C:27]=4[Cl:34])[CH3:25])[C:17]=3[O:16][CH:15]=2)[CH2:10][CH2:9]1)=O)(C)(C)C, predict the reaction product. The product is: [Cl:34][C:27]1[C:28]([F:33])=[CH:29][CH:30]=[C:31]([Cl:32])[C:26]=1[C@H:24]([O:23][C:22]1[C:17]2[O:16][CH:15]=[C:14]([C:11]3[CH2:12][CH2:13][NH:8][CH2:9][CH:10]=3)[C:18]=2[CH:19]=[N:20][C:21]=1[NH2:35])[CH3:25]. (5) Given the reactants N([O-])=O.[Na+].S(=O)(=O)(O)O.[Br:10][C:11]1[CH:17]=[C:16]([Cl:18])[CH:15]=[C:14]([Cl:19])[C:12]=1N.[ClH:20], predict the reaction product. The product is: [Cl:20][C:12]1[C:14]([Cl:19])=[CH:15][C:16]([Cl:18])=[CH:17][C:11]=1[Br:10].